This data is from Reaction yield outcomes from USPTO patents with 853,638 reactions. The task is: Predict the reaction yield, written as a fraction of the theoretical maximum amount of product (1.0 means a 100% yield; for example, 0.34 means a 34% yield). The reactants are [S:1]1[C:10]2[C:5](=[N:6][CH:7]=[C:8]([CH2:11][OH:12])[CH:9]=2)[O:4][CH2:3][CH2:2]1. The catalyst is ClCCl.[O-2].[Mn+4].[O-2]. The product is [S:1]1[C:10]2[C:5](=[N:6][CH:7]=[C:8]([CH:11]=[O:12])[CH:9]=2)[O:4][CH2:3][CH2:2]1. The yield is 0.720.